This data is from Full USPTO retrosynthesis dataset with 1.9M reactions from patents (1976-2016). The task is: Predict the reactants needed to synthesize the given product. Given the product [CH3:6][N:7]([CH3:10])[CH:8]=[N:14][C:13]1[CH:15]=[C:16]([CH3:25])[C:17]([C:19]#[C:20][C:21]([CH3:23])([CH3:22])[CH3:24])=[CH:18][C:12]=1[CH3:11], predict the reactants needed to synthesize it. The reactants are: P(Cl)(Cl)(Cl)=O.[CH3:6][N:7]([CH3:10])[CH:8]=O.[CH3:11][C:12]1[CH:18]=[C:17]([C:19]#[C:20][C:21]([CH3:24])([CH3:23])[CH3:22])[C:16]([CH3:25])=[CH:15][C:13]=1[NH2:14].